From a dataset of Reaction yield outcomes from USPTO patents with 853,638 reactions. Predict the reaction yield, written as a fraction of the theoretical maximum amount of product (1.0 means a 100% yield; for example, 0.34 means a 34% yield). (1) The reactants are [H-].[Na+].CS(C)=O.[NH2:7][C:8]1[CH:13]=[CH:12][C:11]([OH:14])=[CH:10][C:9]=1[S:15][CH3:16].Cl[C:18]1[CH:23]=[CH:22][N:21]=[C:20]([NH2:24])[C:19]=1[N+:25]([O-:27])=[O:26]. The product is [NH2:7][C:8]1[CH:13]=[CH:12][C:11]([O:14][C:18]2[CH:23]=[CH:22][N:21]=[C:20]([NH2:24])[C:19]=2[N+:25]([O-:27])=[O:26])=[CH:10][C:9]=1[S:15][CH3:16]. The yield is 0.610. The catalyst is O. (2) The reactants are [Cl:1][C:2]1[CH:3]=[C:4]2[C:9](=[CH:10][C:11]=1[O:12][C:13]1[CH:18]=[CH:17][C:16]([C:19](=[O:34])[NH:20][CH:21]3[CH2:26][CH2:25][CH:24]([C:27]4[CH:32]=[CH:31][C:30]([Cl:33])=[CH:29][CH:28]=4)[CH2:23][CH2:22]3)=[CH:15][CH:14]=1)[O:8][CH2:7][CH2:6][CH:5]2[C:35]([O:37]CC)=[O:36].[OH-].[Na+]. The catalyst is C1COCC1.C(O)C. The product is [Cl:1][C:2]1[CH:3]=[C:4]2[C:9](=[CH:10][C:11]=1[O:12][C:13]1[CH:14]=[CH:15][C:16]([C:19](=[O:34])[NH:20][CH:21]3[CH2:22][CH2:23][CH:24]([C:27]4[CH:28]=[CH:29][C:30]([Cl:33])=[CH:31][CH:32]=4)[CH2:25][CH2:26]3)=[CH:17][CH:18]=1)[O:8][CH2:7][CH2:6][CH:5]2[C:35]([OH:37])=[O:36]. The yield is 0.730. (3) The reactants are [NH2:1][C:2]1[CH:10]=[CH:9][CH:8]=[C:7]2[C:3]=1[CH2:4][O:5][C:6]2=[O:11].[CH:12](=O)[C:13]1[CH:18]=[CH:17][CH:16]=[CH:15][CH:14]=1.[CH3:20][O-:21].[Na+].CO.[CH2:25]([O:27][C:28](=[O:31])[CH2:29][CH3:30])[CH3:26]. No catalyst specified. The product is [O:31]=[C:28]1[C:3]2[C:7]([C:6]([O:5][CH3:4])=[O:11])=[CH:8][CH:9]=[CH:10][C:2]=2[NH:1][CH:12]([C:13]2[CH:18]=[CH:17][CH:16]=[CH:15][CH:14]=2)[CH:29]1[C:30]1[CH:9]=[CH:10][CH:2]=[CH:3][CH:4]=1.[O:21]=[C:20]1[C:10]2[C:29]([C:28]([O:27][CH2:25][CH3:26])=[O:31])=[CH:30][CH:4]=[CH:3][C:2]=2[NH:1][CH:12]([C:13]2[CH:18]=[CH:17][CH:16]=[CH:15][CH:14]=2)[CH:4]1[C:3]1[CH:2]=[CH:10][CH:9]=[CH:8][CH:7]=1. The yield is 0.270.